This data is from Forward reaction prediction with 1.9M reactions from USPTO patents (1976-2016). The task is: Predict the product of the given reaction. (1) Given the reactants [CH2:1]([OH:4])[CH2:2][OH:3].N1C=CC=CC=1.[F:11][C:12]([F:25])([F:24])[S:13](O[S:13]([C:12]([F:25])([F:24])[F:11])(=[O:15])=[O:14])(=[O:15])=[O:14], predict the reaction product. The product is: [F:11][C:12]([F:25])([F:24])[S:13]([O:3][CH2:2][CH2:1][O:4][S:13]([C:12]([F:11])([F:24])[F:25])(=[O:14])=[O:15])(=[O:15])=[O:14]. (2) Given the reactants [CH:1]1([CH:4]([CH:12]2[CH2:14][CH2:13]2)[NH:5]S(C(C)(C)C)=O)[CH2:3][CH2:2]1.[ClH:15].O1CCOCC1, predict the reaction product. The product is: [Cl-:15].[CH:1]1([CH:4]([CH:12]2[CH2:14][CH2:13]2)[NH3+:5])[CH2:3][CH2:2]1. (3) The product is: [Cl:9][C:10]1[CH:23]=[C:22]([O:24][CH2:25][CH:26]=[C:27]([Cl:29])[Cl:28])[CH:21]=[C:20]([Cl:30])[C:11]=1[O:12][CH2:13][CH2:14][CH2:15][CH2:16][CH2:17][O:18][N:19]=[C:4]([CH2:3][CH:2]([CH3:7])[CH3:1])[CH3:5]. Given the reactants [CH3:1][CH:2]([CH3:7])[CH2:3][C:4](=O)[CH3:5].Cl.[Cl:9][C:10]1[CH:23]=[C:22]([O:24][CH2:25][CH:26]=[C:27]([Cl:29])[Cl:28])[CH:21]=[C:20]([Cl:30])[C:11]=1[O:12][CH2:13][CH2:14][CH2:15][CH2:16][CH2:17][O:18][NH2:19].C(O)(=O)CC(CC(O)=O)(C(O)=O)O, predict the reaction product. (4) Given the reactants [NH2:1][C:2]1[N:10]=[CH:9][N:8]=[C:7]2[C:3]=1[N:4]=[CH:5][N:6]2[CH2:11][CH2:12][C:13]([O:15][CH2:16][CH3:17])=[O:14].C([O-])(=O)C.[Br:22]Br, predict the reaction product. The product is: [NH2:1][C:2]1[N:10]=[CH:9][N:8]=[C:7]2[C:3]=1[N:4]=[C:5]([Br:22])[N:6]2[CH2:11][CH2:12][C:13]([O:15][CH2:16][CH3:17])=[O:14]. (5) The product is: [Cl:23][C:24]1[CH:29]=[CH:28][C:27]([C:2]2[CH:3]=[C:4]([NH:14][C:15]([C:17]3[N:18]=[N:19][CH:20]=[CH:21][CH:22]=3)=[O:16])[CH:5]=[N:6][C:7]=2[O:8][CH2:9][C:10]([F:13])([F:12])[F:11])=[C:26]([F:33])[CH:25]=1. Given the reactants Br[C:2]1[CH:3]=[C:4]([NH:14][C:15]([C:17]2[N:18]=[N:19][CH:20]=[CH:21][CH:22]=2)=[O:16])[CH:5]=[N:6][C:7]=1[O:8][CH2:9][C:10]([F:13])([F:12])[F:11].[Cl:23][C:24]1[CH:29]=[CH:28][C:27](B(O)O)=[C:26]([F:33])[CH:25]=1, predict the reaction product. (6) Given the reactants [OH:1][C:2]1[CH:10]=[CH:9][C:8]([C:11]2[N:12]([C:27]([O:29][C:30]([CH3:33])([CH3:32])[CH3:31])=[O:28])[C:13]3[C:18]([CH:19]=2)=[CH:17][C:16]([CH2:20][N:21]2[CH2:26][CH2:25][CH2:24][CH2:23][CH2:22]2)=[CH:15][CH:14]=3)=[C:7]2[C:3]=1[CH2:4][NH:5][C:6]2=[O:34].C(N(CC)CC)C.[Cl:42][C:43]1[N:47]([CH3:48])[N:46]=[C:45]([CH3:49])[C:44]=1[S:50](Cl)(=[O:52])=[O:51], predict the reaction product. The product is: [CH3:48][N:47]1[C:43]([Cl:42])=[C:44]([S:50]([O:1][C:2]2[CH:10]=[CH:9][C:8]([C:11]3[N:12]([C:27]([O:29][C:30]([CH3:31])([CH3:33])[CH3:32])=[O:28])[C:13]4[C:18]([CH:19]=3)=[CH:17][C:16]([CH2:20][N:21]3[CH2:26][CH2:25][CH2:24][CH2:23][CH2:22]3)=[CH:15][CH:14]=4)=[C:7]3[C:3]=2[CH2:4][NH:5][C:6]3=[O:34])(=[O:52])=[O:51])[C:45]([CH3:49])=[N:46]1. (7) Given the reactants [C:1]([OH:7])([C:3]([F:6])([F:5])[F:4])=[O:2].CCN=C=NCCCN(C)C.[C:19]([OH:31])(=O)[CH2:20][NH:21][C:22]([C:24]1[CH:29]=[CH:28][CH:27]=[CH:26][CH:25]=1)=[O:23].C(OC([N:39]1[CH2:42][CH:41]([NH2:43])[CH2:40]1)=O)(C)(C)C, predict the reaction product. The product is: [OH:7][C:1]([C:3]([F:6])([F:5])[F:4])=[O:2].[NH:39]1[CH2:42][CH:41]([NH:43][C:19]([CH2:20][NH:21][C:22](=[O:23])[C:24]2[CH:25]=[CH:26][CH:27]=[CH:28][CH:29]=2)=[O:31])[CH2:40]1. (8) Given the reactants [CH:1]([C:3]1[C:12](=[O:13])[C:11]2[C:6](=[CH:7][CH:8]=[CH:9][CH:10]=2)[O:5][CH:4]=1)=O.[CH2:14]([O:16][C:17]([C:19]#[C:20][C:21]([O:23][CH2:24][CH3:25])=[O:22])=[O:18])[CH3:15].C1(P(C2C=CC=CC=2)C2C=CC=CC=2)C=CC=CC=1.[NH2:45][CH2:46][CH2:47][C:48]1[C:56]2[C:51](=[CH:52][CH:53]=[CH:54][CH:55]=2)[NH:50][CH:49]=1, predict the reaction product. The product is: [CH2:24]([O:23][C:21]([C:20]1[C:19]2([C:17]([O:16][CH2:14][CH3:15])=[O:18])[N:45]([CH2:46][CH2:47][C:48]3[C:56]4[C:51](=[CH:52][CH:53]=[CH:54][CH:55]=4)[NH:50][C:49]=32)[CH:4]=[C:3]([C:12](=[O:13])[C:11]2[CH:10]=[CH:9][CH:8]=[CH:7][C:6]=2[OH:5])[CH:1]=1)=[O:22])[CH3:25]. (9) Given the reactants [CH3:1][O:2][C:3]1[CH:8]=[CH:7][C:6]([CH2:9][C:10]([NH2:12])=O)=[CH:5][CH:4]=1.COC(OC)[N:16]([CH3:18])C.O.[NH2:22]N.[OH-].[Na+], predict the reaction product. The product is: [CH3:1][O:2][C:3]1[CH:8]=[CH:7][C:6]([CH2:9][C:10]2[N:12]=[CH:18][NH:16][N:22]=2)=[CH:5][CH:4]=1. (10) Given the reactants [O:1]1[C:5]2[CH:6]=[C:7]([O:10][CH2:11][C@@H:12]([NH:14][C:15](=[O:17])[CH3:16])[CH3:13])[CH:8]=[CH:9][C:4]=2[N:3]=[CH:2]1.Br[C:19]1[CH:20]=[C:21]([Cl:30])[C:22]([O:25][CH2:26][CH:27]2[CH2:29][CH2:28]2)=[N:23][CH:24]=1, predict the reaction product. The product is: [Cl:30][C:21]1[CH:20]=[C:19]([C:2]2[O:1][C:5]3[CH:6]=[C:7]([O:10][CH2:11][C@@H:12]([NH:14][C:15](=[O:17])[CH3:16])[CH3:13])[CH:8]=[CH:9][C:4]=3[N:3]=2)[CH:24]=[N:23][C:22]=1[O:25][CH2:26][CH:27]1[CH2:28][CH2:29]1.